Dataset: Forward reaction prediction with 1.9M reactions from USPTO patents (1976-2016). Task: Predict the product of the given reaction. (1) Given the reactants [CH2:1]([C:5]1[C:13]([CH3:14])=[CH:12][C:8]([C:9]([NH2:11])=O)=[CH:7][N:6]=1)[CH:2]([CH3:4])[CH3:3].N1C=CC=CC=1, predict the reaction product. The product is: [CH2:1]([C:5]1[C:13]([CH3:14])=[CH:12][C:8]([C:9]#[N:11])=[CH:7][N:6]=1)[CH:2]([CH3:4])[CH3:3]. (2) Given the reactants [Br:1][C:2]1[CH:3]=[C:4]([C:8]2[NH:12][N:11]=[CH:10][N:9]=2)[CH:5]=[CH:6][CH:7]=1.[C:13]([O-])([O-])=O.[K+].[K+].CI, predict the reaction product. The product is: [Br:1][C:2]1[CH:3]=[C:4]([C:8]2[N:12]([CH3:13])[N:11]=[CH:10][N:9]=2)[CH:5]=[CH:6][CH:7]=1. (3) Given the reactants Cl[C:2]1[CH:7]=[CH:6][N:5]=[C:4]([C:8]2[N:12]3[CH:13]=[C:14]([F:17])[CH:15]=[CH:16][C:11]3=[N:10][CH:9]=2)[N:3]=1.[F:18][C:19]1[CH:20]=[CH:21][C:22]([C@@H:25]([NH2:27])[CH3:26])=[N:23][CH:24]=1.C(N(C(C)C)CC)(C)C, predict the reaction product. The product is: [F:17][C:14]1[CH:15]=[CH:16][C:11]2[N:12]([C:8]([C:4]3[N:3]=[C:2]([NH:27][C@H:25]([C:22]4[CH:21]=[CH:20][C:19]([F:18])=[CH:24][N:23]=4)[CH3:26])[CH:7]=[CH:6][N:5]=3)=[CH:9][N:10]=2)[CH:13]=1. (4) Given the reactants Cl[CH2:2][CH2:3][C:4]([C:6]1[CH:11]=[CH:10][C:9]([F:12])=[CH:8][CH:7]=1)=[O:5].[C:13](=[O:16])([O-])[O-].[K+].[K+].[I-].[Na+].[CH3:21][N:22]([CH:24]=O)C, predict the reaction product. The product is: [F:12][C:9]1[CH:10]=[CH:11][C:6]([C:4](=[O:5])[CH2:3][CH2:2][N:22]2[CH2:24][CH2:3][CH:4]([C:6]3[CH:11]=[CH:10][CH:9]=[CH:8][C:7]=3[O:16][CH3:13])[CH2:21]2)=[CH:7][CH:8]=1. (5) Given the reactants [F:1][C:2]1[CH:3]=[C:4]2[C:8](=[CH:9][CH:10]=1)[N:7]([CH2:11][C:12]([O:14]C)=[O:13])[C:6]([CH3:16])=[C:5]2[CH2:17][C:18]1[CH:23]=[CH:22][C:21](=[O:24])[NH:20][N:19]=1.Br[CH2:26][C:27]([CH3:30])([CH3:29])[CH3:28].[Li+].[OH-], predict the reaction product. The product is: [CH3:26][C:27]([CH3:30])([CH3:29])[CH2:28][N:20]1[C:21](=[O:24])[CH:22]=[CH:23][C:18]([CH2:17][C:5]2[C:4]3[C:8](=[CH:9][CH:10]=[C:2]([F:1])[CH:3]=3)[N:7]([CH2:11][C:12]([OH:14])=[O:13])[C:6]=2[CH3:16])=[N:19]1. (6) Given the reactants [BH4-].[Na+].[Cl:3][C:4]1[S:8][C:7]([C:9]([NH:11][C:12]2[CH:20]=[CH:19][CH:18]=[C:17]3[C:13]=2[C:14](=[O:30])[N:15]([CH2:22][C:23]2[CH:28]=[CH:27][CH:26]=[C:25]([I:29])[CH:24]=2)[C:16]3=[O:21])=[O:10])=[CH:6][CH:5]=1.Cl, predict the reaction product. The product is: [Cl:3][C:4]1[S:8][C:7]([C:9]([NH:11][C:12]2[CH:20]=[CH:19][CH:18]=[C:17]3[C:13]=2[C:14](=[O:30])[N:15]([CH2:22][C:23]2[CH:28]=[CH:27][CH:26]=[C:25]([I:29])[CH:24]=2)[CH:16]3[OH:21])=[O:10])=[CH:6][CH:5]=1. (7) Given the reactants [CH:1]1([NH:7][NH2:8])[CH2:6][CH2:5][CH2:4][CH2:3][CH2:2]1.[Cl:9][C:10]1[CH:15]=[CH:14][C:13]([S:16]([N:19]2[CH:24]3[CH2:25][CH2:26][CH2:27][CH:20]2[C:21](=[CH:29]O)[C:22](=O)[CH2:23]3)(=[O:18])=[O:17])=[CH:12][CH:11]=1, predict the reaction product. The product is: [Cl:9][C:10]1[CH:11]=[CH:12][C:13]([S:16]([N:19]2[CH:24]3[CH2:25][CH2:26][CH2:27][CH:20]2[C:21]2[CH:29]=[N:8][N:7]([CH:1]4[CH2:6][CH2:5][CH2:4][CH2:3][CH2:2]4)[C:22]=2[CH2:23]3)(=[O:18])=[O:17])=[CH:14][CH:15]=1. (8) Given the reactants [CH3:1][C:2]1([CH3:14])[CH2:11][CH2:10][C:9]([CH3:13])([CH3:12])[C:8]2[CH:7]=[CH:6][CH:5]=[CH:4][C:3]1=2.[N+:15]([C:18]1[CH:26]=[CH:25][CH:24]=[CH:23][C:19]=1[C:20](Cl)=[O:21])([O-:17])=[O:16].[Al+3].[Cl-].[Cl-].[Cl-].O, predict the reaction product. The product is: [CH3:12][C:9]1([CH3:13])[CH2:10][CH2:11][C:2]([CH3:14])([CH3:1])[C:3]2[CH:4]=[C:5]([C:20]([C:19]3[CH:23]=[CH:24][CH:25]=[CH:26][C:18]=3[N+:15]([O-:17])=[O:16])=[O:21])[CH:6]=[CH:7][C:8]1=2. (9) Given the reactants [CH2:1]([N:8]([CH2:16][C:17]1([OH:24])[CH2:23][O:22][CH2:21][CH2:20][O:19][CH2:18]1)[CH2:9][C:10]1[CH:15]=[CH:14][CH:13]=[CH:12][CH:11]=1)[C:2]1[CH:7]=[CH:6][CH:5]=[CH:4][CH:3]=1.[H-].[Na+].[CH3:27]I.[NH4+].[Cl-], predict the reaction product. The product is: [CH2:1]([N:8]([CH2:9][C:10]1[CH:15]=[CH:14][CH:13]=[CH:12][CH:11]=1)[CH2:16][C:17]1([O:24][CH3:27])[CH2:23][O:22][CH2:21][CH2:20][O:19][CH2:18]1)[C:2]1[CH:3]=[CH:4][CH:5]=[CH:6][CH:7]=1. (10) The product is: [C:8]([O:12][C:13]([N:15]([CH2:32]/[CH:33]=[N:7]/[S:5]([C:2]([CH3:4])([CH3:3])[CH3:1])=[O:6])[CH:16]1[CH2:17][CH2:18][N:19]([C:22]([O:24][CH2:25][C:26]2[CH:31]=[CH:30][CH:29]=[CH:28][CH:27]=2)=[O:23])[CH2:20][CH2:21]1)=[O:14])([CH3:11])([CH3:10])[CH3:9]. Given the reactants [CH3:1][C:2]([S:5]([NH2:7])=[O:6])([CH3:4])[CH3:3].[C:8]([O:12][C:13]([N:15]([CH2:32][CH:33]=O)[CH:16]1[CH2:21][CH2:20][N:19]([C:22]([O:24][CH2:25][C:26]2[CH:31]=[CH:30][CH:29]=[CH:28][CH:27]=2)=[O:23])[CH2:18][CH2:17]1)=[O:14])([CH3:11])([CH3:10])[CH3:9], predict the reaction product.